This data is from Forward reaction prediction with 1.9M reactions from USPTO patents (1976-2016). The task is: Predict the product of the given reaction. (1) Given the reactants [CH:1]([C:3]1[CH:26]=[CH:25][C:6]([O:7][C:8]2[CH:13]=[CH:12][C:11]([NH:14][C:15](=[O:24])[C:16]3[CH:21]=[CH:20][C:19]([Cl:22])=[C:18]([Cl:23])[CH:17]=3)=[CH:10][N:9]=2)=[CH:5][CH:4]=1)=O.Cl.[CH2:28]([O:30][C:31](=[O:34])[CH2:32][NH2:33])[CH3:29].C([O-])(=O)C.[Na+].C([BH3-])#N.[Na+].Cl, predict the reaction product. The product is: [CH2:28]([O:30][C:31](=[O:34])[CH2:32][NH:33][CH2:1][C:3]1[CH:4]=[CH:5][C:6]([O:7][C:8]2[CH:13]=[CH:12][C:11]([NH:14][C:15](=[O:24])[C:16]3[CH:21]=[CH:20][C:19]([Cl:22])=[C:18]([Cl:23])[CH:17]=3)=[CH:10][N:9]=2)=[CH:25][CH:26]=1)[CH3:29]. (2) The product is: [Cl:1][C:2]1[N:7]=[C:6]2[CH:8]=[CH:9][N:10]([C:17]([O:16][C:13]([CH3:15])([CH3:14])[CH3:12])=[O:18])[C:5]2=[C:4]([CH3:11])[CH:3]=1. Given the reactants [Cl:1][C:2]1[N:7]=[C:6]2[CH:8]=[CH:9][NH:10][C:5]2=[C:4]([CH3:11])[CH:3]=1.[CH3:12][C:13]([O:16][C:17](O[C:17]([O:16][C:13]([CH3:15])([CH3:14])[CH3:12])=[O:18])=[O:18])([CH3:15])[CH3:14], predict the reaction product.